The task is: Predict the reaction yield, written as a fraction of the theoretical maximum amount of product (1.0 means a 100% yield; for example, 0.34 means a 34% yield).. This data is from Reaction yield outcomes from USPTO patents with 853,638 reactions. The reactants are [CH2:1]([C:3](=[CH:6][CH2:7][C:8]1[C:9]([O:21][CH2:22][CH2:23][Si:24]([CH3:27])([CH3:26])[CH3:25])=[C:10]2[C:14](=[C:15]([CH3:19])[C:16]=1[CH2:17][CH3:18])[CH2:13][O:12][C:11]2=[O:20])[CH:4]=O)[CH3:2].C(O)(=O)C(O)=O.[CH2:34]([O:36][P:37]([CH2:42][CH2:43][NH2:44])(=[O:41])[O:38][CH2:39][CH3:40])[CH3:35].C(O)(=O)C.C(O[BH-](OC(=O)C)OC(=O)C)(=O)C.[Na+]. The catalyst is CN(C=O)C. The product is [CH2:39]([O:38][P:37]([CH2:42][CH2:43][NH:44][CH2:4][C:3]([CH2:1][CH3:2])=[CH:6][CH2:7][C:8]1[C:9]([O:21][CH2:22][CH2:23][Si:24]([CH3:25])([CH3:27])[CH3:26])=[C:10]2[C:14](=[C:15]([CH3:19])[C:16]=1[CH2:17][CH3:18])[CH2:13][O:12][C:11]2=[O:20])(=[O:41])[O:36][CH2:34][CH3:35])[CH3:40]. The yield is 0.650.